This data is from Full USPTO retrosynthesis dataset with 1.9M reactions from patents (1976-2016). The task is: Predict the reactants needed to synthesize the given product. (1) Given the product [C:1]1([C:7]2[N:11]([CH2:12][C:13]3[CH:14]=[CH:15][C:16]([C:19]([F:20])([F:21])[F:22])=[CH:17][CH:18]=3)[C:10]([C:23]3[CH:24]=[C:25]4[C:30](=[CH:31][CH:32]=3)[CH:29]=[C:28]([O:33][CH2:34][C:35]3[CH:36]=[CH:37][C:38]([C:39]([OH:41])=[O:40])=[CH:43][CH:44]=3)[CH:27]=[CH:26]4)=[CH:9][CH:8]=2)[CH:2]=[CH:3][CH:4]=[CH:5][CH:6]=1, predict the reactants needed to synthesize it. The reactants are: [C:1]1([C:7]2[N:11]([CH2:12][C:13]3[CH:18]=[CH:17][C:16]([C:19]([F:22])([F:21])[F:20])=[CH:15][CH:14]=3)[C:10]([C:23]3[CH:24]=[C:25]4[C:30](=[CH:31][CH:32]=3)[CH:29]=[C:28]([O:33][CH2:34][C:35]3[CH:44]=[CH:43][C:38]([C:39]([O:41]C)=[O:40])=[CH:37][CH:36]=3)[CH:27]=[CH:26]4)=[CH:9][CH:8]=2)[CH:6]=[CH:5][CH:4]=[CH:3][CH:2]=1.[OH-].[Na+]. (2) Given the product [Cl:30][C:28]1[CH:29]=[C:24]([CH:25]=[C:26]([Cl:31])[CH:27]=1)[O:23][C:15]1[CH:14]=[CH:13][C:12]([NH:11][C:2]2[C:3]3[NH:10][CH:9]=[CH:8][C:4]=3[N:5]=[CH:6][N:7]=2)=[CH:22][C:16]=1[C:17]([O:19][CH2:20][CH3:21])=[O:18], predict the reactants needed to synthesize it. The reactants are: Cl[C:2]1[C:3]2[NH:10][CH:9]=[CH:8][C:4]=2[N:5]=[CH:6][N:7]=1.[NH2:11][C:12]1[CH:13]=[CH:14][C:15]([O:23][C:24]2[CH:29]=[C:28]([Cl:30])[CH:27]=[C:26]([Cl:31])[CH:25]=2)=[C:16]([CH:22]=1)[C:17]([O:19][CH2:20][CH3:21])=[O:18]. (3) Given the product [OH:31][CH2:30][CH2:29][N:18]1[C:19]2[C:24](=[CH:23][C:22]([C:25]([F:28])([F:27])[F:26])=[CH:21][CH:20]=2)[C:16]([NH:15][CH2:14][C:13]([NH:12][CH:10]2[CH2:11][N:8]([CH:37]3[CH2:36][CH2:35][C:34]([OH:33])([C:41]4[S:42][C:43]([CH3:46])=[CH:44][N:45]=4)[CH2:39][CH2:38]3)[CH2:9]2)=[O:32])=[N:17]1, predict the reactants needed to synthesize it. The reactants are: OC(C(F)(F)F)=O.[NH:8]1[CH2:11][CH:10]([NH:12][C:13](=[O:32])[CH2:14][NH:15][C:16]2[C:24]3[C:19](=[CH:20][CH:21]=[C:22]([C:25]([F:28])([F:27])[F:26])[CH:23]=3)[N:18]([CH2:29][CH2:30][OH:31])[N:17]=2)[CH2:9]1.[OH:33][C:34]1([C:41]2[S:42][C:43]([CH3:46])=[CH:44][N:45]=2)[CH2:39][CH2:38][C:37](=O)[CH2:36][CH2:35]1. (4) Given the product [Cl:3][CH2:17][CH2:16][S:13]([C:10]1[CH:11]=[CH:12][C:7]([CH2:5][CH3:6])=[CH:8][CH:9]=1)(=[O:15])=[O:14], predict the reactants needed to synthesize it. The reactants are: S(Cl)([Cl:3])=O.[CH2:5]([C:7]1[CH:12]=[CH:11][C:10]([S:13]([CH2:16][CH2:17]O)(=[O:15])=[O:14])=[CH:9][CH:8]=1)[CH3:6].N1C=CC=CC=1. (5) Given the product [CH3:3][O:4][C:5]1[N:10]=[N:9][C:8]([N:11]2[C:15]([C:16]3[CH:21]=[CH:20][CH:19]=[CH:18][N:17]=3)=[CH:14][C:13]([C:22]([OH:24])=[O:23])=[N:12]2)=[CH:7][CH:6]=1, predict the reactants needed to synthesize it. The reactants are: [OH-].[Na+].[CH3:3][O:4][C:5]1[N:10]=[N:9][C:8]([N:11]2[C:15]([C:16]3[CH:21]=[CH:20][CH:19]=[CH:18][N:17]=3)=[CH:14][C:13]([C:22]([O:24]C)=[O:23])=[N:12]2)=[CH:7][CH:6]=1.Cl.C(Cl)(Cl)Cl.CO. (6) Given the product [CH3:1][O:2][C:3]1[N:8]=[C:7]([O:9][CH3:10])[C:6]([C:15]2[CH:20]=[CH:19][CH:18]=[C:17]([CH3:21])[N:16]=2)=[CH:5][N:4]=1, predict the reactants needed to synthesize it. The reactants are: [CH3:1][O:2][C:3]1[N:8]=[C:7]([O:9][CH3:10])[C:6](B(O)O)=[CH:5][N:4]=1.Br[C:15]1[CH:20]=[CH:19][CH:18]=[C:17]([CH3:21])[N:16]=1.C([O-])([O-])=O.[Na+].[Na+].C1C=CC(P(C2C=CC=CC=2)C2C=CC=CC=2)=CC=1. (7) Given the product [F:11][C:12]1[CH:13]=[C:14]([N+:18]([O-:20])=[O:19])[CH:15]=[CH:16][C:17]=1[O:8][CH2:7][CH2:6][N:1]1[CH2:5][CH2:4][CH2:3][CH2:2]1, predict the reactants needed to synthesize it. The reactants are: [N:1]1([CH2:6][CH2:7][OH:8])[CH2:5][CH2:4][CH2:3][CH2:2]1.[H-].[Na+].[F:11][C:12]1[C:13](F)=[C:14]([N+:18]([O-:20])=[O:19])[CH:15]=[CH:16][CH:17]=1.